Dataset: Forward reaction prediction with 1.9M reactions from USPTO patents (1976-2016). Task: Predict the product of the given reaction. (1) Given the reactants [F:1][C:2]1[C:11]([CH2:12][CH2:13][C:14]2[CH:15]=[N:16][C:17]([NH:20][C:21]3[CH:26]=[CH:25][N:24]=[C:23]([CH3:27])[CH:22]=3)=[N:18][CH:19]=2)=[CH:10][C:5]([C:6]([NH:8][CH3:9])=[O:7])=[CH:4][C:3]=1[O:28][CH3:29].ClC1C=C(C=CC=1)C(OO)=[O:35], predict the reaction product. The product is: [F:1][C:2]1[C:3]([O:28][CH3:29])=[CH:4][C:5]([C:6](=[O:7])[NH:8][CH3:9])=[CH:10][C:11]=1[CH2:12][CH2:13][C:14]1[CH:19]=[N:18][C:17]([NH:20][C:21]2[CH:26]=[CH:25][N+:24]([O-:35])=[C:23]([CH3:27])[CH:22]=2)=[N:16][CH:15]=1. (2) Given the reactants [N:1]1([CH2:6][CH2:7][N:8]2[C:16]3[C:11](=[CH:12][CH:13]=[C:14]([NH2:17])[CH:15]=3)[CH:10]=[N:9]2)[CH2:5][CH2:4][CH2:3][CH2:2]1.[OH:18][C:19]1[CH:24]=[CH:23][C:22]([CH2:25][C:26](O)=[O:27])=[CH:21][CH:20]=1.CN(C(ON1N=NC2C=CC=NC1=2)=[N+](C)C)C.F[P-](F)(F)(F)(F)F.C(N(C(C)C)CC)(C)C, predict the reaction product. The product is: [OH:18][C:19]1[CH:24]=[CH:23][C:22]([CH2:25][C:26]([NH:17][C:14]2[CH:15]=[C:16]3[C:11]([CH:10]=[N:9][N:8]3[CH2:7][CH2:6][N:1]3[CH2:5][CH2:4][CH2:3][CH2:2]3)=[CH:12][CH:13]=2)=[O:27])=[CH:21][CH:20]=1. (3) Given the reactants [CH3:1][N:2]1[CH:6]=[C:5]([N:7]2[CH:12]=[CH:11][C:10](=[O:13])[C:9]([CH2:14][C:15]3[CH:16]=[C:17]4[C:21](=[CH:22][CH:23]=3)[N:20](C(OC(C)(C)C)=O)[N:19]=[CH:18]4)=[N:8]2)[CH:4]=[N:3]1.C(O)(C(F)(F)F)=O, predict the reaction product. The product is: [NH:20]1[C:21]2[C:17](=[CH:16][C:15]([CH2:14][C:9]3[C:10](=[O:13])[CH:11]=[CH:12][N:7]([C:5]4[CH:4]=[N:3][N:2]([CH3:1])[CH:6]=4)[N:8]=3)=[CH:23][CH:22]=2)[CH:18]=[N:19]1. (4) Given the reactants Cl[C:2]1[C:7]([N+:8]([O-:10])=[O:9])=[CH:6][N:5]=[C:4]2[CH:11]=[CH:12][S:13][C:3]=12.[NH2:14][C@H:15]1[CH2:20][CH2:19][C@H:18]([OH:21])[CH2:17][CH2:16]1.C(N(CC)C(C)C)(C)C, predict the reaction product. The product is: [N+:8]([C:7]1[C:2]([NH:14][C@H:15]2[CH2:20][CH2:19][C@H:18]([OH:21])[CH2:17][CH2:16]2)=[C:3]2[S:13][CH:12]=[CH:11][C:4]2=[N:5][CH:6]=1)([O-:10])=[O:9]. (5) Given the reactants [CH:1]([SiH:4]([CH:13]([CH3:15])[CH3:14])[C:5]1[CH:10]=[CH:9][C:8]([O:11][CH3:12])=[CH:7][CH:6]=1)([CH3:3])[CH3:2].[Cl:16]N1C(=O)N(Cl)C(=O)N(Cl)C1=O.Cl[SiH3], predict the reaction product. The product is: [Cl:16][Si:4]([C:5]1[CH:10]=[CH:9][C:8]([O:11][CH3:12])=[CH:7][CH:6]=1)([CH:1]([CH3:3])[CH3:2])[CH:13]([CH3:15])[CH3:14].